From a dataset of CYP1A2 inhibition data for predicting drug metabolism from PubChem BioAssay. Regression/Classification. Given a drug SMILES string, predict its absorption, distribution, metabolism, or excretion properties. Task type varies by dataset: regression for continuous measurements (e.g., permeability, clearance, half-life) or binary classification for categorical outcomes (e.g., BBB penetration, CYP inhibition). Dataset: cyp1a2_veith. (1) The molecule is Cc1nc2cnc(Nc3ccccc3)nc2n(Cc2ccc(F)cc2)c1=O. The result is 0 (non-inhibitor). (2) The compound is Cc1cc(=O)c2c(O)c(O)ccc2o1. The result is 1 (inhibitor). (3) The compound is O=C(c1cnc(-c2ccccc2)s1)c1ccc(Cl)cc1Cl. The result is 1 (inhibitor). (4) The compound is CCOC(=O)/C(C#N)=C1/C=CN(C)C=N1. The result is 0 (non-inhibitor). (5) The molecule is CCOC(=O)N1CCN(C(=O)CN(C)S(=O)(=O)c2ccc3c(c2)C(C)(C)C(=O)N3C)CC1. The result is 0 (non-inhibitor).